This data is from Full USPTO retrosynthesis dataset with 1.9M reactions from patents (1976-2016). The task is: Predict the reactants needed to synthesize the given product. (1) Given the product [F:38][C:31]1[CH:32]=[C:33]([CH2:36][O:9][C:7]2[CH:6]=[CH:5][C:4]([C:10]3[CH:15]=[CH:14][CH:13]=[CH:12][CH:11]=3)=[C:3]([C:2]([F:16])([F:17])[F:1])[CH:8]=2)[CH:34]=[CH:35][C:30]=1[C:27]1[CH:28]=[CH:29][C:24]([C:22]([OH:23])=[O:21])=[N:25][CH:26]=1, predict the reactants needed to synthesize it. The reactants are: [F:1][C:2]([F:17])([F:16])[C:3]1[CH:8]=[C:7]([OH:9])[CH:6]=[CH:5][C:4]=1[C:10]1[CH:15]=[CH:14][CH:13]=[CH:12][CH:11]=1.[H-].[Na+].C[O:21][C:22]([C:24]1[CH:29]=[CH:28][C:27]([C:30]2[CH:35]=[CH:34][C:33]([CH2:36]Br)=[CH:32][C:31]=2[F:38])=[CH:26][N:25]=1)=[O:23]. (2) Given the product [OH:23]/[N:22]=[C:14](\[C:11]1[CH:12]=[CH:13][C:8]([O:1][C:2]2[CH:7]=[CH:6][CH:5]=[CH:4][CH:3]=2)=[CH:9][CH:10]=1)/[C:15]([O:17][CH2:18][CH3:19])=[O:16], predict the reactants needed to synthesize it. The reactants are: [O:1]([C:8]1[CH:13]=[CH:12][C:11]([C:14](=O)[C:15]([O:17][CH2:18][CH3:19])=[O:16])=[CH:10][CH:9]=1)[C:2]1[CH:7]=[CH:6][CH:5]=[CH:4][CH:3]=1.Cl.[NH2:22][OH:23].C([O-])(=O)C.[Na+]. (3) The reactants are: [C:1]([C:5]1[CH:6]=[C:7]([C:23](=[O:25])[CH3:24])[CH:8]=[C:9]([C:16]2[CH:21]=[CH:20][C:19]([CH3:22])=[CH:18][CH:17]=2)[C:10]=1[O:11][CH2:12][CH:13]([CH3:15])[CH3:14])([CH3:4])([CH3:3])[CH3:2].[C:26]([C:29]1[CH:36]=[CH:35][C:32]([CH:33]=O)=[CH:31][CH:30]=1)([OH:28])=[O:27]. Given the product [C:1]([C:5]1[CH:6]=[C:7]([C:23](=[O:25])/[CH:24]=[CH:33]/[C:32]2[CH:35]=[CH:36][C:29]([C:26]([OH:28])=[O:27])=[CH:30][CH:31]=2)[CH:8]=[C:9]([C:16]2[CH:17]=[CH:18][C:19]([CH3:22])=[CH:20][CH:21]=2)[C:10]=1[O:11][CH2:12][CH:13]([CH3:15])[CH3:14])([CH3:2])([CH3:3])[CH3:4], predict the reactants needed to synthesize it. (4) Given the product [Cl:1][C:2]1[C:11]([C@@H:12]([NH:13][S@@:14]([C:16]([CH3:17])([CH3:19])[CH3:18])=[O:15])[CH3:21])=[CH:10][C:9]2[C:4](=[CH:5][CH:6]=[C:7]([Cl:20])[CH:8]=2)[N:3]=1, predict the reactants needed to synthesize it. The reactants are: [Cl:1][C:2]1[C:11](/[CH:12]=[N:13]/[S@@:14]([C:16]([CH3:19])([CH3:18])[CH3:17])=[O:15])=[CH:10][C:9]2[C:4](=[CH:5][CH:6]=[C:7]([Cl:20])[CH:8]=2)[N:3]=1.[CH3:21][Mg+].[Br-].[NH4+].[Cl-].